Predict the reaction yield, written as a fraction of the theoretical maximum amount of product (1.0 means a 100% yield; for example, 0.34 means a 34% yield). From a dataset of Reaction yield outcomes from USPTO patents with 853,638 reactions. (1) The reactants are [IH:1].Cl[C:3]1[N:8]=[C:7]([CH3:9])[CH:6]=[C:5]([C:10]2[CH:15]=[CH:14][C:13]([C:16]([F:19])([F:18])[F:17])=[CH:12][CH:11]=2)[N:4]=1. The catalyst is C(Cl)Cl. The product is [I:1][C:3]1[N:8]=[C:7]([CH3:9])[CH:6]=[C:5]([C:10]2[CH:15]=[CH:14][C:13]([C:16]([F:19])([F:18])[F:17])=[CH:12][CH:11]=2)[N:4]=1. The yield is 0.857. (2) The reactants are [OH:1][C:2]1[CH:3]=[C:4]2[C:9](=[CH:10][CH:11]=1)[N:8]=[C:7]([N:12]1[CH2:17][CH2:16][CH:15]([C:18]([O:20]C)=[O:19])[CH2:14][CH2:13]1)[N:6]=[CH:5]2.[OH-].[Na+].Cl. The catalyst is CO.CCOC(C)=O. The product is [OH:1][C:2]1[CH:3]=[C:4]2[C:9](=[CH:10][CH:11]=1)[N:8]=[C:7]([N:12]1[CH2:13][CH2:14][CH:15]([C:18]([OH:20])=[O:19])[CH2:16][CH2:17]1)[N:6]=[CH:5]2. The yield is 0.190.